From a dataset of Full USPTO retrosynthesis dataset with 1.9M reactions from patents (1976-2016). Predict the reactants needed to synthesize the given product. (1) Given the product [Br:9][C:4]1[N:3]=[C:2]([C:2]2[CH:7]=[C:6]([CH3:8])[CH:5]=[CH:4][N:10]=2)[CH:7]=[C:6]([CH3:8])[CH:5]=1, predict the reactants needed to synthesize it. The reactants are: Br[C:2]1[CH:7]=[C:6]([CH3:8])[CH:5]=[C:4]([Br:9])[N:3]=1.[NH4+:10].[Cl-]. (2) Given the product [C:1]([C:5]1[N:10]=[CH:9][C:8](/[CH:11]=[CH:12]/[C:13]([NH:16][C:17]2[CH:18]=[C:19]3[C:23](=[CH:24][CH:25]=2)[NH:22][C:21]([CH2:26][OH:27])=[CH:20]3)=[O:15])=[CH:7][CH:6]=1)([CH3:2])([CH3:3])[CH3:4], predict the reactants needed to synthesize it. The reactants are: [C:1]([C:5]1[N:10]=[CH:9][C:8](/[CH:11]=[CH:12]/[C:13]([OH:15])=O)=[CH:7][CH:6]=1)([CH3:4])([CH3:3])[CH3:2].[NH2:16][C:17]1[CH:18]=[C:19]2[C:23](=[CH:24][CH:25]=1)[NH:22][C:21]([CH2:26][OH:27])=[CH:20]2. (3) The reactants are: [CH3:1][O:2][C:3]1[CH:10]=[CH:9][C:6]([CH2:7][NH2:8])=[CH:5][CH:4]=1.[F:11][C:12]1[CH:13]=[C:14]([CH:17]=[CH:18][C:19]=1F)[C:15]#[N:16].C(=O)([O-])O.[Na+]. Given the product [F:11][C:12]1[CH:13]=[C:14]([CH:17]=[CH:18][C:19]=1[NH:8][CH2:7][C:6]1[CH:9]=[CH:10][C:3]([O:2][CH3:1])=[CH:4][CH:5]=1)[C:15]#[N:16], predict the reactants needed to synthesize it. (4) The reactants are: [C:1]([O:5][C:6]([C:8]1[C:9](OS(C(F)(F)F)(=O)=O)=[N:10][C:11]2[C:16]([C:17]=1[C:18]1[CH:23]=[CH:22][CH:21]=[C:20]([CH:24]([CH3:26])[CH3:25])[CH:19]=1)=[CH:15][C:14]([Cl:27])=[CH:13][CH:12]=2)=[O:7])([CH3:4])([CH3:3])[CH3:2].[NH:36]1[CH2:41][CH2:40][CH2:39][CH2:38][CH2:37]1. Given the product [C:1]([O:5][C:6]([C:8]1[C:9]([N:36]2[CH2:41][CH2:40][CH2:39][CH2:38][CH2:37]2)=[N:10][C:11]2[C:16]([C:17]=1[C:18]1[CH:23]=[CH:22][CH:21]=[C:20]([CH:24]([CH3:25])[CH3:26])[CH:19]=1)=[CH:15][C:14]([Cl:27])=[CH:13][CH:12]=2)=[O:7])([CH3:2])([CH3:4])[CH3:3], predict the reactants needed to synthesize it. (5) Given the product [Cl:13][C:14]1[C:15]([C:16]([NH:4][CH:3]2[CH2:1][CH2:8][N:9]([C:32]([O:33][C:34]([CH3:37])([CH3:36])[CH3:35])=[O:38])[CH2:10][CH2:11]2)=[O:18])=[CH:19][C:20]([F:23])=[CH:21][N:22]=1, predict the reactants needed to synthesize it. The reactants are: [C:1]([C:8]1[NH:9][CH:10]=[CH:11]N=1)([C:3]1[NH:4]C=CN=1)=O.[Cl:13][C:14]1[N:22]=[CH:21][C:20]([F:23])=[CH:19][C:15]=1[C:16]([OH:18])=O.NC1CCN(N[C:32](=[O:38])[O:33][C:34]([CH3:37])([CH3:36])[CH3:35])CC1.